From a dataset of Peptide-MHC class II binding affinity with 134,281 pairs from IEDB. Regression. Given a peptide amino acid sequence and an MHC pseudo amino acid sequence, predict their binding affinity value. This is MHC class II binding data. (1) The peptide sequence is QKGSDPKKLVLNIKY. The MHC is DRB3_0101 with pseudo-sequence DRB3_0101. The binding affinity (normalized) is 0.119. (2) The peptide sequence is AFKVAAHAANAAPAN. The MHC is DRB1_0401 with pseudo-sequence DRB1_0401. The binding affinity (normalized) is 0.562. (3) The peptide sequence is AFKIGLHTEFQTVSF. The MHC is DRB1_1501 with pseudo-sequence DRB1_1501. The binding affinity (normalized) is 0.0780.